This data is from Reaction yield outcomes from USPTO patents with 853,638 reactions. The task is: Predict the reaction yield, written as a fraction of the theoretical maximum amount of product (1.0 means a 100% yield; for example, 0.34 means a 34% yield). (1) The reactants are [Cl:1][C:2]1[N:10]=[CH:9][CH:8]=[CH:7][C:3]=1[C:4]([OH:6])=[O:5].S(Cl)(Cl)=O.[CH2:15](N(CC)CC)C. The catalyst is O1CCOCC1. The product is [CH3:15][O:5][C:4](=[O:6])[C:3]1[CH:7]=[CH:8][CH:9]=[N:10][C:2]=1[Cl:1]. The yield is 0.860. (2) The reactants are CS[C:3](SC)=[CH:4][C:5]([C:7]1[CH:12]=[CH:11][CH:10]=[CH:9][CH:8]=1)=[O:6].[NH2:15][CH2:16][C:17]([CH3:21])([CH3:20])[CH2:18][NH2:19]. The catalyst is C1(C)C=CC=CC=1. The product is [CH3:20][C:17]1([CH3:21])[CH2:18][NH:19][C:3](=[CH:4][C:5]([C:7]2[CH:12]=[CH:11][CH:10]=[CH:9][CH:8]=2)=[O:6])[NH:15][CH2:16]1. The yield is 0.680. (3) The reactants are [C:1]([O:5][C:6]([N:8]1[CH2:13][CH2:12][CH:11]([O:14][C:15]2[CH:20]=[CH:19][C:18]([N+:21]([O-:23])=[O:22])=[CH:17][C:16]=2[C:24]([OH:26])=O)[CH2:10][CH2:9]1)=[O:7])([CH3:4])([CH3:3])[CH3:2].ClC(OCC(C)C)=O.C([N:37](CC)CC)C.N. The catalyst is ClCCl. The product is [C:1]([O:5][C:6]([N:8]1[CH2:13][CH2:12][CH:11]([O:14][C:15]2[CH:20]=[CH:19][C:18]([N+:21]([O-:23])=[O:22])=[CH:17][C:16]=2[C:24](=[O:26])[NH2:37])[CH2:10][CH2:9]1)=[O:7])([CH3:2])([CH3:4])[CH3:3]. The yield is 0.980. (4) The reactants are [CH2:1]([CH:8]1[CH2:12][O:11][C:10](=[O:13])[N:9]1[C:14](=[O:44])[CH:15]([C:20]1[CH:21]=[C:22]([C:34]2[CH:39]=[CH:38][C:37]([C:40]([F:43])([F:42])[F:41])=[CH:36][CH:35]=2)[CH:23]=[C:24]([O:26]CC2C=CC=CC=2)[CH:25]=1)[CH2:16][C:17]([CH3:19])=[CH2:18])[C:2]1[CH:7]=[CH:6][CH:5]=[CH:4][CH:3]=1. The catalyst is CO.[Pd]. The product is [CH2:1]([CH:8]1[CH2:12][O:11][C:10](=[O:13])[N:9]1[C:14](=[O:44])[CH:15]([C:20]1[CH:21]=[C:22]([C:34]2[CH:35]=[CH:36][C:37]([C:40]([F:42])([F:41])[F:43])=[CH:38][CH:39]=2)[CH:23]=[C:24]([OH:26])[CH:25]=1)[CH2:16][CH:17]([CH3:19])[CH3:18])[C:2]1[CH:7]=[CH:6][CH:5]=[CH:4][CH:3]=1. The yield is 0.930.